From a dataset of Catalyst prediction with 721,799 reactions and 888 catalyst types from USPTO. Predict which catalyst facilitates the given reaction. (1) Reactant: [C:1]([OH:9])(=[O:8])[C:2]1[CH:7]=[CH:6][N:5]=[CH:4][CH:3]=1.C(=O)([O-])[O-].[K+].[K+].[CH3:16][N:17]1[CH2:43][CH2:42][C:20]2[N:21]([CH2:29][CH:30](OS(C)(=O)=O)[C:31]3[CH:36]=[CH:35][N:34]=[CH:33][CH:32]=3)[C:22]3[CH:23]=[CH:24][C:25]([CH3:28])=[CH:26][C:27]=3[C:19]=2[CH2:18]1. Product: [CH3:16][N:17]1[CH2:43][CH2:42][C:20]2[N:21]([CH2:29][CH:30]([O:8][C:1](=[O:9])[C:2]3[CH:7]=[CH:6][N:5]=[CH:4][CH:3]=3)[C:31]3[CH:32]=[CH:33][N:34]=[CH:35][CH:36]=3)[C:22]3[CH:23]=[CH:24][C:25]([CH3:28])=[CH:26][C:27]=3[C:19]=2[CH2:18]1. The catalyst class is: 18. (2) Reactant: [Br:1][C:2]1[CH:10]=[CH:9][C:8]([O:11][CH3:12])=[CH:7][C:3]=1[C:4](O)=[O:5].B.C(=O)(O)[O-].[Na+]. Product: [Br:1][C:2]1[CH:10]=[CH:9][C:8]([O:11][CH3:12])=[CH:7][C:3]=1[CH2:4][OH:5]. The catalyst class is: 1.